This data is from Catalyst prediction with 721,799 reactions and 888 catalyst types from USPTO. The task is: Predict which catalyst facilitates the given reaction. (1) Reactant: FC(F)(F)C(O)=O.[Cl:8][C:9]1[CH:10]=[CH:11][C:12]([O:23][CH3:24])=[C:13]([C:15]2[CH:20]=[C:19]([NH2:21])[N:18]=[C:17]([NH2:22])[CH:16]=2)[CH:14]=1.[Cl:25][C:26]1[CH:31]=[CH:30][C:29](B(O)O)=[CH:28][CH:27]=1.C(N(CC)CC)C. Product: [Cl:8][C:9]1[CH:10]=[CH:11][C:12]([O:23][CH3:24])=[C:13]([C:15]2[CH:16]=[C:17]([NH2:22])[N:18]=[C:19]([NH:21][C:29]3[CH:30]=[CH:31][C:26]([Cl:25])=[CH:27][CH:28]=3)[CH:20]=2)[CH:14]=1. The catalyst class is: 221. (2) Reactant: [CH3:1][S:2]([C:5]1[CH:14]=[CH:13][C:8]2[N:9]=[C:10]([NH2:12])[S:11][C:7]=2[CH:6]=1)(=[O:4])=[O:3].[C:15]12([C:25](Cl)=[O:26])[CH2:24][CH:19]3[CH2:20][CH:21]([CH2:23][CH:17]([CH2:18]3)[CH2:16]1)[CH2:22]2. Product: [CH3:1][S:2]([C:5]1[CH:14]=[CH:13][C:8]2[N:9]=[C:10]([NH:12][C:25]([C:15]34[CH2:24][CH:19]5[CH2:18][CH:17]([CH2:23][CH:21]([CH2:20]5)[CH2:22]3)[CH2:16]4)=[O:26])[S:11][C:7]=2[CH:6]=1)(=[O:3])=[O:4]. The catalyst class is: 66. (3) Reactant: [OH:1][CH:2]([CH2:12][NH:13][C:14](=[O:20])[O:15][C:16]([CH3:19])([CH3:18])[CH3:17])[CH2:3][NH:4][C:5](=[O:11])[O:6][C:7]([CH3:10])([CH3:9])[CH3:8].N1C=CN=C1.[Si:26](Cl)([C:29]([CH3:32])([CH3:31])[CH3:30])([CH3:28])[CH3:27].CCOCC. Product: [Si:26]([O:1][CH:2]([CH2:12][NH:13][C:14](=[O:20])[O:15][C:16]([CH3:19])([CH3:18])[CH3:17])[CH2:3][NH:4][C:5](=[O:11])[O:6][C:7]([CH3:10])([CH3:9])[CH3:8])([C:29]([CH3:32])([CH3:31])[CH3:30])([CH3:28])[CH3:27]. The catalyst class is: 163. (4) Reactant: [CH2:1]([O:3][C:4](=[O:17])[CH2:5][C:6]1[O:7][CH:8]=[C:9]([CH3:16])[C:10]=1[C:11]([O:13]CC)=O)[CH3:2].[H-].[Na+].[F:20][C:21]1[CH:30]=[C:29]([I:31])[CH:28]=[CH:27][C:22]=1[N:23]=[C:24]=[N:25][CH3:26]. Product: [F:20][C:21]1[CH:30]=[C:29]([I:31])[CH:28]=[CH:27][C:22]=1[NH:23][C:24]1[N:25]([CH3:26])[C:11](=[O:13])[C:10]2[C:9]([CH3:16])=[CH:8][O:7][C:6]=2[C:5]=1[C:4]([O:3][CH2:1][CH3:2])=[O:17]. The catalyst class is: 1. (5) Reactant: [CH3:1][S:2](Cl)(=[O:4])=[O:3].[C:6]1([CH:12]([CH2:16][CH2:17][O:18][Si:19]([CH:26]([CH3:28])[CH3:27])([CH:23]([CH3:25])[CH3:24])[CH:20]([CH3:22])[CH3:21])[CH:13]([OH:15])[CH3:14])[CH:11]=[CH:10][CH:9]=[CH:8][CH:7]=1.C(N(CC)CC)C.O. The catalyst class is: 13. Product: [CH3:1][S:2]([O:15][CH:13]([CH:12]([C:6]1[CH:11]=[CH:10][CH:9]=[CH:8][CH:7]=1)[CH2:16][CH2:17][O:18][Si:19]([CH:26]([CH3:28])[CH3:27])([CH:20]([CH3:21])[CH3:22])[CH:23]([CH3:25])[CH3:24])[CH3:14])(=[O:4])=[O:3]. (6) Reactant: [NH2:1][C:2]1[CH:7]=[C:6]([CH3:8])[CH:5]=[CH:4][C:3]=1[S:9][CH2:10][C:11]1[CH:20]=[CH:19][CH:18]=[CH:17][C:12]=1[C:13]([O:15][CH3:16])=[O:14].[S:21]1[C:25]([S:26](Cl)(=[O:28])=[O:27])=[CH:24][C:23]2[CH:30]=[CH:31][CH:32]=[CH:33][C:22]1=2. Product: [S:21]1[C:22]2[CH:33]=[CH:32][CH:31]=[CH:30][C:23]=2[CH:24]=[C:25]1[S:26]([NH:1][C:2]1[CH:7]=[C:6]([CH3:8])[CH:5]=[CH:4][C:3]=1[S:9][CH2:10][C:11]1[CH:20]=[CH:19][CH:18]=[CH:17][C:12]=1[C:13]([O:15][CH3:16])=[O:14])(=[O:28])=[O:27]. The catalyst class is: 17. (7) Reactant: C(O[C:6](=O)[N:7]([CH:9]([CH3:39])[C:10]([NH:12][C:13]1[CH:18]=[CH:17][C:16]([C:19]2[C:24]([CH3:25])=[CH:23][N:22]=[CH:21][C:20]=2[CH3:26])=[C:15]([C:27]#[C:28][C:29]2[CH:30]=[C:31]3[C:36](=[CH:37][CH:38]=2)[N:35]=[CH:34][CH:33]=[CH:32]3)[N:14]=1)=[O:11])C)(C)(C)C.C(Cl)Cl.C(O)(C(F)(F)F)=O. Product: [CH3:26][C:20]1[CH:21]=[N:22][CH:23]=[C:24]([CH3:25])[C:19]=1[C:16]1[CH:17]=[CH:18][C:13]([NH:12][C:10](=[O:11])[CH:9]([NH:7][CH3:6])[CH3:39])=[N:14][C:15]=1[C:27]#[C:28][C:29]1[CH:30]=[C:31]2[C:36](=[CH:37][CH:38]=1)[N:35]=[CH:34][CH:33]=[CH:32]2. The catalyst class is: 11. (8) Reactant: [NH2:1][C:2]1[C:3]([C:9]([OH:11])=O)=[N:4][C:5]([Br:8])=[CH:6][N:7]=1.[S:12]1[CH:16]=[CH:15][CH:14]=[C:13]1[C:17]([NH:19][NH2:20])=O.BrP(Br)(C1C=CC=CC=1)(C1C=CC=CC=1)C1C=CC=CC=1.CCN(C(C)C)C(C)C. Product: [Br:8][C:5]1[N:4]=[C:3]([C:9]2[O:11][C:17]([C:13]3[S:12][CH:16]=[CH:15][CH:14]=3)=[N:19][N:20]=2)[C:2]([NH2:1])=[N:7][CH:6]=1. The catalyst class is: 10. (9) Reactant: CC1(C)[O:6][C@H:5]([CH2:7][N:8]2[CH:12]=[CH:11][C:10]([NH:13][C:14](=[O:35])[C@@H:15]([N:20]3[CH2:24][C:23]([O:25][C:26]4[CH:31]=[CH:30][CH:29]=[C:28]([Cl:32])[C:27]=4[F:33])=[CH:22][C:21]3=[O:34])[CH2:16][CH:17]([CH3:19])[CH3:18])=[N:9]2)[CH2:4][O:3]1.O.C1(C)C=CC(S(O)(=O)=O)=CC=1. Product: [OH:6][C@@H:5]([CH2:4][OH:3])[CH2:7][N:8]1[CH:12]=[CH:11][C:10]([NH:13][C:14](=[O:35])[C@@H:15]([N:20]2[CH2:24][C:23]([O:25][C:26]3[CH:31]=[CH:30][CH:29]=[C:28]([Cl:32])[C:27]=3[F:33])=[CH:22][C:21]2=[O:34])[CH2:16][CH:17]([CH3:19])[CH3:18])=[N:9]1. The catalyst class is: 98.